The task is: Predict the reactants needed to synthesize the given product.. This data is from Full USPTO retrosynthesis dataset with 1.9M reactions from patents (1976-2016). (1) Given the product [F:19][C:14]1[CH:15]=[C:16]2[C:11](=[C:12]([F:20])[CH:13]=1)[NH:10][C:9](=[O:21])[N:8]([C:4]1[CH:5]=[CH:6][CH:7]=[C:2]([B:26]3[O:27][C:28]([CH3:30])([CH3:29])[C:24]([CH3:40])([CH3:23])[O:25]3)[C:3]=1[CH3:22])[C:17]2=[O:18], predict the reactants needed to synthesize it. The reactants are: Br[C:2]1[C:3]([CH3:22])=[C:4]([N:8]2[C:17](=[O:18])[C:16]3[C:11](=[C:12]([F:20])[CH:13]=[C:14]([F:19])[CH:15]=3)[NH:10][C:9]2=[O:21])[CH:5]=[CH:6][CH:7]=1.[CH3:23][C:24]1([CH3:40])[C:28]([CH3:30])([CH3:29])[O:27][B:26]([B:26]2[O:27][C:28]([CH3:30])([CH3:29])[C:24]([CH3:40])([CH3:23])[O:25]2)[O:25]1.C([O-])(=O)C.[K+]. (2) Given the product [Cl:15][C:3]1[C:2]([C:24]2[CH:29]=[CH:28][N:27]=[CH:26][CH:25]=2)=[C:7]([C:8]2[CH:13]=[CH:12][C:11]([Cl:14])=[CH:10][CH:9]=2)[CH:6]=[CH:5][N:4]=1, predict the reactants needed to synthesize it. The reactants are: Br[C:2]1[C:3]([Cl:15])=[N:4][CH:5]=[CH:6][C:7]=1[C:8]1[CH:13]=[CH:12][C:11]([Cl:14])=[CH:10][CH:9]=1.CC1(C)C(C)(C)OB([C:24]2[CH:29]=[CH:28][N:27]=[CH:26][CH:25]=2)O1.ClCCl.[O-]P([O-])([O-])=O.[K+].[K+].[K+].